The task is: Binary Classification. Given a T-cell receptor sequence (or CDR3 region) and an epitope sequence, predict whether binding occurs between them.. This data is from TCR-epitope binding with 47,182 pairs between 192 epitopes and 23,139 TCRs. (1) The epitope is GLIYNRMGAVTTEV. The TCR CDR3 sequence is CASSYSTHYSLESDTQYF. Result: 0 (the TCR does not bind to the epitope). (2) The epitope is NLNESLIDL. The TCR CDR3 sequence is CASSQEGSPLGVNTEAFF. Result: 0 (the TCR does not bind to the epitope). (3) The epitope is NLDSKVGGNY. The TCR CDR3 sequence is CASSPTGSSYEQYF. Result: 0 (the TCR does not bind to the epitope). (4) The epitope is QIKVRVKMV. The TCR CDR3 sequence is CSAGGGATYNEQFF. Result: 0 (the TCR does not bind to the epitope). (5) The epitope is IVTDFSVIK. The TCR CDR3 sequence is CASSHTGTSGSVEPDTQYF. Result: 1 (the TCR binds to the epitope). (6) The epitope is VLQAVGACV. The TCR CDR3 sequence is CATSDSASQETQYF. Result: 0 (the TCR does not bind to the epitope). (7) The epitope is YLQPRTFLL. The TCR CDR3 sequence is CATSEENTGELFF. Result: 1 (the TCR binds to the epitope).